Dataset: Catalyst prediction with 721,799 reactions and 888 catalyst types from USPTO. Task: Predict which catalyst facilitates the given reaction. The catalyst class is: 11. Reactant: C([C:3]([C:10](OCC)=O)=[CH:4][C:5]1[NH:6][CH:7]=[CH:8][CH:9]=1)#N.C(O[CH2:19][C:20]1[NH:21]C(C(OCC2C=CC=CC=2)=O)=CC=1)(=O)C.C1(C)C=CC(S(O)(=O)=O)=CC=1. Product: [CH:8]1[CH:9]=[C:5]([CH2:4][C:3]2[NH:21][CH:20]=[CH:19][CH:10]=2)[NH:6][CH:7]=1.